This data is from Full USPTO retrosynthesis dataset with 1.9M reactions from patents (1976-2016). The task is: Predict the reactants needed to synthesize the given product. (1) The reactants are: C1(S([NH:10][C:11]2[CH:16]=[CH:15][C:14]([S:17]([CH3:20])(=[O:19])=[O:18])=[CH:13][C:12]=2I)(=O)=O)C=CC=CC=1.C(N(CC)CC)C.[C:29]([C:31]1[O:32][CH:33]=[CH:34][CH:35]=1)#[CH:30].O. Given the product [O:32]1[CH:33]=[CH:34][CH:35]=[C:31]1[C:29]1[NH:10][C:11]2[C:12]([CH:30]=1)=[CH:13][C:14]([S:17]([CH3:20])(=[O:18])=[O:19])=[CH:15][CH:16]=2, predict the reactants needed to synthesize it. (2) Given the product [CH3:2][O:3][C:4](=[O:12])[C@H:5]([CH2:7][C:8]([O:10][CH3:11])=[O:9])[NH:6][C:14]([O:16][C:17]1[CH:22]=[CH:21][CH:20]=[CH:19][CH:18]=1)=[O:15], predict the reactants needed to synthesize it. The reactants are: Cl.[CH3:2][O:3][C:4](=[O:12])[C@H:5]([CH2:7][C:8]([O:10][CH3:11])=[O:9])[NH2:6].Cl[C:14]([O:16][C:17]1[CH:22]=[CH:21][CH:20]=[CH:19][CH:18]=1)=[O:15].C(N(CC)C(C)C)(C)C. (3) Given the product [Cl:1][N:2]1[CH2:3][CH:4]2[CH:9]([CH2:8][CH:7]3[O:11][C:12]([CH3:15])([CH3:14])[O:13][CH:6]3[CH2:5]2)[CH:10]1[C:17]#[N:16], predict the reactants needed to synthesize it. The reactants are: [Cl:1][N:2]1[CH2:10][CH:9]2[CH:4]([CH2:5][CH:6]3[O:13][C:12]([CH3:15])([CH3:14])[O:11][CH:7]3[CH2:8]2)[CH2:3]1.[N:16]12CCCN=C1CCCC[CH2:17]2.C[Si](C#N)(C)C.CC(OC(OC(OC(C)(C)C)=O)=O)(C)C. (4) Given the product [Cl:1][C:2]1[CH:7]=[CH:6][C:5]([C:8]2[C:14]3[CH:15]=[C:16]([O:19][CH3:20])[CH:17]=[CH:18][C:13]=3[N:12]3[C:21]([CH3:24])=[N:22][N:23]=[C:11]3[C@H:10]([CH2:25][C:26](=[O:28])[NH:50][CH2:51][CH2:52][O:53][CH2:54][CH2:55][O:56][CH2:57][CH2:58][O:59][CH2:60][CH2:61][O:62][CH2:63][CH2:64][O:65][CH2:66][CH2:67][O:68][CH2:69][CH2:70][O:71][CH2:72][CH2:73][NH:74][C:75](=[O:81])[O:76][C:77]([CH3:79])([CH3:78])[CH3:80])[N:9]=2)=[CH:4][CH:3]=1, predict the reactants needed to synthesize it. The reactants are: [Cl:1][C:2]1[CH:7]=[CH:6][C:5]([C:8]2[C:14]3[CH:15]=[C:16]([O:19][CH3:20])[CH:17]=[CH:18][C:13]=3[N:12]3[C:21]([CH3:24])=[N:22][N:23]=[C:11]3[C@H:10]([CH2:25][C:26]([OH:28])=O)[N:9]=2)=[CH:4][CH:3]=1.CCN=C=NCCCN(C)C.C1C=CC2N(O)N=NC=2C=1.[NH2:50][CH2:51][CH2:52][O:53][CH2:54][CH2:55][O:56][CH2:57][CH2:58][O:59][CH2:60][CH2:61][O:62][CH2:63][CH2:64][O:65][CH2:66][CH2:67][O:68][CH2:69][CH2:70][O:71][CH2:72][CH2:73][NH:74][C:75](=[O:81])[O:76][C:77]([CH3:80])([CH3:79])[CH3:78]. (5) Given the product [F:9][C:8]([F:11])([F:10])[CH2:7][O:6][C:1](=[O:5])[C:2]([NH:14][CH2:13][CH2:12][NH:15][C:2](=[O:4])[C:1]([OH:6])=[O:5])=[O:4], predict the reactants needed to synthesize it. The reactants are: [C:1]([O:6][CH2:7][C:8]([F:11])([F:10])[F:9])(=[O:5])[C:2]([O-:4])=O.[CH2:12]([NH2:15])[CH2:13][NH2:14]. (6) Given the product [Br:1][C:2]1[CH:3]=[N:4][C:5]([C:8]2[CH:13]=[CH:12][C:11]([CH2:14][C@H:15]([NH:30][C:31]([C:33]3[S:34][C:35]([C:38]([CH3:41])([CH3:40])[CH3:39])=[CH:36][CH:37]=3)=[O:32])[C:16]([N:18]3[CH2:22][CH2:21][CH2:20][C@H:19]3[C:23]([OH:25])=[O:24])=[O:17])=[CH:10][CH:9]=2)=[N:6][CH:7]=1, predict the reactants needed to synthesize it. The reactants are: [Br:1][C:2]1[CH:3]=[N:4][C:5]([C:8]2[CH:13]=[CH:12][C:11]([CH2:14][C@H:15]([NH:30][C:31]([C:33]3[S:34][C:35]([C:38]([CH3:41])([CH3:40])[CH3:39])=[CH:36][CH:37]=3)=[O:32])[C:16]([N:18]3[CH2:22][CH2:21][CH2:20][C@H:19]3[C:23]([O:25]C(C)(C)C)=[O:24])=[O:17])=[CH:10][CH:9]=2)=[N:6][CH:7]=1. (7) Given the product [C:13]([OH:32])(=[O:14])[C:12]([OH:11])=[O:26].[C:13]([OH:32])(=[O:14])[C:12]([OH:11])=[O:26].[Cl:25][C:18]1[C:19]2[C:24](=[CH:23][CH:22]=[CH:21][CH:20]=2)[C:15]([O:14][CH2:13][CH2:12][NH:27][CH2:28][CH2:29][NH:30][S:31]([C:34]2[C:35]3[CH:36]=[CH:37][N:38]=[CH:39][C:40]=3[CH:41]=[CH:42][CH:43]=2)(=[O:33])=[O:32])=[CH:16][CH:17]=1, predict the reactants needed to synthesize it. The reactants are: CC(C[AlH]CC(C)C)C.C[O:11][C:12](=[O:26])[CH2:13][O:14][C:15]1[C:24]2[C:19](=[CH:20][CH:21]=[CH:22][CH:23]=2)[C:18]([Cl:25])=[CH:17][CH:16]=1.[NH2:27][CH2:28][CH2:29][NH:30][S:31]([C:34]1[C:35]2[CH:36]=[CH:37][N:38]=[CH:39][C:40]=2[CH:41]=[CH:42][CH:43]=1)(=[O:33])=[O:32]. (8) The reactants are: C(N(CC)CC)C.C(OC([N:15]([C:23]1[C:28]([C:29]#[CH:30])=[N:27][C:26]([N:31]2[CH2:36][CH2:35][N:34]([S:37]([CH2:40][CH3:41])(=[O:39])=[O:38])[CH2:33][CH2:32]2)=[CH:25][N:24]=1)C(=O)OC(C)(C)C)=O)(C)(C)C.[OH:42][N:43]=[C:44](Cl)[C:45]1[CH:50]=[CH:49][CH:48]=[CH:47][CH:46]=1.Cl.O1CCOCC1. Given the product [CH2:40]([S:37]([N:34]1[CH2:35][CH2:36][N:31]([C:26]2[N:27]=[C:28]([C:29]3[O:42][N:43]=[C:44]([C:45]4[CH:50]=[CH:49][CH:48]=[CH:47][CH:46]=4)[CH:30]=3)[C:23]([NH2:15])=[N:24][CH:25]=2)[CH2:32][CH2:33]1)(=[O:38])=[O:39])[CH3:41], predict the reactants needed to synthesize it.